Dataset: Catalyst prediction with 721,799 reactions and 888 catalyst types from USPTO. Task: Predict which catalyst facilitates the given reaction. (1) Reactant: [C:1]([C:3]1[CH:8]=[CH:7][C:6]([NH:9][C:10]([CH:12]2[NH:16][CH:15]([CH2:17][C:18]([CH3:21])([CH3:20])[CH3:19])[C:14]3([C:29]4[C:24](=[CH:25][C:26]([Cl:30])=[CH:27][CH:28]=4)[NH:23][C:22]3=[O:31])[CH:13]2[C:32]2[CH:37]=[CH:36][CH:35]=[C:34]([Cl:38])[C:33]=2[F:39])=[O:11])=[CH:5][CH:4]=1)#[N:2].[OH:40]O.[OH-].[Na+]. Product: [C:1]([C:3]1[CH:4]=[CH:5][C:6]([NH:9][C:10]([CH:12]2[NH:16][CH:15]([CH2:17][C:18]([CH3:21])([CH3:20])[CH3:19])[C:14]3([C:29]4[C:24](=[CH:25][C:26]([Cl:30])=[CH:27][CH:28]=4)[NH:23][C:22]3=[O:31])[CH:13]2[C:32]2[CH:37]=[CH:36][CH:35]=[C:34]([Cl:38])[C:33]=2[F:39])=[O:11])=[CH:7][CH:8]=1)(=[O:40])[NH2:2]. The catalyst class is: 16. (2) The catalyst class is: 31. Reactant: [C:1]([C:3]1[CH:4]=[C:5]([CH:9]=[CH:10][C:11]=1[O:12][CH:13]([CH3:15])[CH3:14])[C:6]([OH:8])=O)#[N:2].CCN=C=NCCCN(C)C.C1C=CC2N(O)N=NC=2C=1.O[NH:38][C:39](=[NH:56])[C:40]1[CH:41]=[C:42]2[C:46](=[CH:47][CH:48]=1)[N:45]([CH2:49][CH2:50][C:51]([O:53][CH2:54][CH3:55])=[O:52])[CH:44]=[CH:43]2. Product: [C:1]([C:3]1[CH:4]=[C:5]([C:6]2[O:8][N:56]=[C:39]([C:40]3[CH:41]=[C:42]4[C:46](=[CH:47][CH:48]=3)[N:45]([CH2:49][CH2:50][C:51]([O:53][CH2:54][CH3:55])=[O:52])[CH:44]=[CH:43]4)[N:38]=2)[CH:9]=[CH:10][C:11]=1[O:12][CH:13]([CH3:15])[CH3:14])#[N:2]. (3) Reactant: C([O:3][C:4](=[O:26])[CH2:5][CH:6]1[O:10][B:9]([OH:11])[C:8]2[CH:12]=[C:13]([O:17][C:18]3[N:19]=[N:20][C:21]([C:24]#[N:25])=[CH:22][CH:23]=3)[CH:14]=[C:15]([CH3:16])[C:7]1=2)C.[Li+].[OH-:28].Cl. Product: [C:24]([C:21]1[N:20]=[N:19][C:18]([O:17][C:13]2[CH:14]=[C:15]([CH3:16])[C:7]3[CH:6]([CH2:5][C:4]([OH:3])=[O:26])[O:10][B:9]([OH:11])[C:8]=3[CH:12]=2)=[CH:23][CH:22]=1)(=[O:28])[NH2:25].[C:24]([C:21]1[N:20]=[N:19][C:18]([O:17][C:13]2[CH:14]=[C:15]([CH3:16])[C:7]3[CH:6]([CH2:5][C:4]([OH:26])=[O:3])[O:10][B:9]([OH:11])[C:8]=3[CH:12]=2)=[CH:23][CH:22]=1)#[N:25]. The catalyst class is: 731.